Regression. Given a peptide amino acid sequence and an MHC pseudo amino acid sequence, predict their binding affinity value. This is MHC class II binding data. From a dataset of Peptide-MHC class II binding affinity with 134,281 pairs from IEDB. (1) The peptide sequence is AAESSSKAALTSKLD. The MHC is DRB5_0101 with pseudo-sequence DRB5_0101. The binding affinity (normalized) is 0.344. (2) The peptide sequence is IIIDSKDTERQLAAM. The binding affinity (normalized) is 0.0698. The MHC is DRB1_0901 with pseudo-sequence DRB1_0901. (3) The peptide sequence is QAVMEMTYKNKVVKV. The MHC is HLA-DQA10501-DQB10302 with pseudo-sequence HLA-DQA10501-DQB10302. The binding affinity (normalized) is 0.258. (4) The peptide sequence is APWLDLVRKLGVLAG. The MHC is DRB1_1302 with pseudo-sequence DRB1_1302. The binding affinity (normalized) is 0.131. (5) The peptide sequence is QPGVDIIEGPVKNVA. The MHC is DRB3_0101 with pseudo-sequence DRB3_0101. The binding affinity (normalized) is 0.177.